Dataset: Full USPTO retrosynthesis dataset with 1.9M reactions from patents (1976-2016). Task: Predict the reactants needed to synthesize the given product. (1) Given the product [NH2:12][C:13]1[N:18]=[CH:17][N:16]=[C:15]2[N:19]([CH2:37][C@H:38]3[CH2:42][CH2:41][CH2:40][N:39]3[C:43]([C:44](=[CH:4][CH:1]3[CH2:2][CH2:3]3)[C:45]#[N:46])=[O:47])[N:20]=[C:21]([C:22]3[CH:27]=[CH:26][C:25]([O:28][C:29]4[CH:30]=[C:31]([F:36])[CH:32]=[C:33]([F:35])[CH:34]=4)=[CH:24][CH:23]=3)[C:14]=12, predict the reactants needed to synthesize it. The reactants are: [CH:1]1([CH:4]=O)[CH2:3][CH2:2]1.N1CCCCC1.[NH2:12][C:13]1[N:18]=[CH:17][N:16]=[C:15]2[N:19]([CH2:37][C@H:38]3[CH2:42][CH2:41][CH2:40][N:39]3[C:43](=[O:47])[CH2:44][C:45]#[N:46])[N:20]=[C:21]([C:22]3[CH:27]=[CH:26][C:25]([O:28][C:29]4[CH:34]=[C:33]([F:35])[CH:32]=[C:31]([F:36])[CH:30]=4)=[CH:24][CH:23]=3)[C:14]=12. (2) Given the product [Cl:1][C:2]1[C:3]([NH:20][CH:21]2[CH2:26][CH2:25][NH:24][CH2:23][CH:22]2[CH2:34][CH3:35])=[N:4][C:5]([NH:8][C:9]2[CH:10]=[CH:11][C:12]3[C:16]([CH:17]=2)=[N:15][N:14]([CH3:18])[C:13]=3[CH3:19])=[N:6][CH:7]=1, predict the reactants needed to synthesize it. The reactants are: [Cl:1][C:2]1[C:3]([NH:20][CH:21]2[CH2:26][CH2:25][N:24](C(OC(C)(C)C)=O)[CH2:23][CH:22]2[CH2:34][CH3:35])=[N:4][C:5]([NH:8][C:9]2[CH:10]=[CH:11][C:12]3[C:16]([CH:17]=2)=[N:15][N:14]([CH3:18])[C:13]=3[CH3:19])=[N:6][CH:7]=1.Cl. (3) Given the product [CH3:1][O:2][C:3]1[CH:8]=[CH:7][CH:6]=[CH:5][C:4]=1[C:19]1[CH:18]=[CH:17][CH:16]=[C:15]([N+:12]([O-:14])=[O:13])[CH:20]=1, predict the reactants needed to synthesize it. The reactants are: [CH3:1][O:2][C:3]1[CH:8]=[CH:7][CH:6]=[CH:5][C:4]=1B(O)O.[N+:12]([C:15]1[CH:16]=[C:17](I)[CH:18]=[CH:19][CH:20]=1)([O-:14])=[O:13].C(=O)([O-])[O-].[K+].[K+].O. (4) Given the product [N:1]1([S:6]([C:9]2[CH:10]=[CH:11][C:12]([CH2:15][C:16]([OH:18])=[O:17])=[CH:13][CH:14]=2)(=[O:8])=[O:7])[CH2:4][CH2:3][CH2:2]1, predict the reactants needed to synthesize it. The reactants are: [NH:1]1[CH2:4][CH2:3][CH2:2]1.Cl[S:6]([C:9]1[CH:14]=[CH:13][C:12]([CH2:15][C:16]([OH:18])=[O:17])=[CH:11][CH:10]=1)(=[O:8])=[O:7]. (5) The reactants are: [N+:1]([C:4]1[CH:9]=[CH:8][C:7]([S:10](Cl)(=[O:12])=[O:11])=[CH:6][CH:5]=1)([O-:3])=[O:2].C(N(CC)CC)C.[NH2:21][CH2:22][CH:23]([OH:26])[CH2:24][OH:25]. Given the product [OH:26][CH:23]([CH2:24][OH:25])[CH2:22][NH:21][S:10]([C:7]1[CH:8]=[CH:9][C:4]([N+:1]([O-:3])=[O:2])=[CH:5][CH:6]=1)(=[O:12])=[O:11], predict the reactants needed to synthesize it. (6) Given the product [CH:32]1([CH2:35][O:36][CH2:2][CH2:3][CH2:4][S:5]([N:8]2[CH2:13][CH2:12][CH:11]([C:14]3[C:22]4[C:17](=[C:18]([C:29]([NH2:31])=[O:30])[CH:19]=[C:20]([C:23]5[CH:28]=[CH:27][CH:26]=[CH:25][CH:24]=5)[CH:21]=4)[NH:16][CH:15]=3)[CH2:10][CH2:9]2)(=[O:7])=[O:6])[CH2:34][CH2:33]1, predict the reactants needed to synthesize it. The reactants are: Cl[CH2:2][CH2:3][CH2:4][S:5]([N:8]1[CH2:13][CH2:12][CH:11]([C:14]2[C:22]3[C:17](=[C:18]([C:29]([NH2:31])=[O:30])[CH:19]=[C:20]([C:23]4[CH:28]=[CH:27][CH:26]=[CH:25][CH:24]=4)[CH:21]=3)[NH:16][CH:15]=2)[CH2:10][CH2:9]1)(=[O:7])=[O:6].[CH:32]1([CH2:35][OH:36])[CH2:34][CH2:33]1.C([O-])([O-])=O.[K+].[K+].[I-].[Na+].